From a dataset of Full USPTO retrosynthesis dataset with 1.9M reactions from patents (1976-2016). Predict the reactants needed to synthesize the given product. (1) Given the product [NH2:1][C:2]1[N:7]([CH3:17])[C:6](=[O:8])[CH:5]=[C:4]([CH2:9][C:10]2[CH:15]=[CH:14][CH:13]=[C:12]([Br:16])[CH:11]=2)[N:3]=1, predict the reactants needed to synthesize it. The reactants are: [NH2:1][C:2]1[NH:7][C:6](=[O:8])[CH:5]=[C:4]([CH2:9][C:10]2[CH:15]=[CH:14][CH:13]=[C:12]([Br:16])[CH:11]=2)[N:3]=1.[CH2:17](O)C. (2) Given the product [CH2:1]1[C:10]2[C:5](=[CH:6][CH:7]=[CH:8][CH:9]=2)[CH2:4][CH2:3][CH:2]1[C:11]([Cl:16])=[O:13], predict the reactants needed to synthesize it. The reactants are: [CH2:1]1[C:10]2[C:5](=[CH:6][CH:7]=[CH:8][CH:9]=2)[CH2:4][CH2:3][CH:2]1[C:11]([OH:13])=O.S(Cl)([Cl:16])=O. (3) Given the product [C:25]([O:24][C@@H:18]([C:9]1[C:8]([CH3:29])=[CH:7][C:5]2[N:6]=[C:2]([C:48]3[CH:49]=[CH:50][C:33]4[N:32]=[C:31]([CH3:30])[N:35]([CH:36]5[CH2:37][N:38]([C:40]([O:42][C:43]([CH3:45])([CH3:44])[CH3:46])=[O:41])[CH2:39]5)[C:34]=4[CH:47]=3)[S:3][C:4]=2[C:10]=1[C:11]1[CH:16]=[CH:15][C:14]([Cl:17])=[CH:13][CH:12]=1)[C:19]([O:21][CH2:22][CH3:23])=[O:20])([CH3:28])([CH3:27])[CH3:26], predict the reactants needed to synthesize it. The reactants are: Br[C:2]1[S:3][C:4]2[C:10]([C:11]3[CH:16]=[CH:15][C:14]([Cl:17])=[CH:13][CH:12]=3)=[C:9]([C@H:18]([O:24][C:25]([CH3:28])([CH3:27])[CH3:26])[C:19]([O:21][CH2:22][CH3:23])=[O:20])[C:8]([CH3:29])=[CH:7][C:5]=2[N:6]=1.[CH3:30][C:31]1[N:35]([CH:36]2[CH2:39][N:38]([C:40]([O:42][C:43]([CH3:46])([CH3:45])[CH3:44])=[O:41])[CH2:37]2)[C:34]2[CH:47]=[C:48](B3OC(C)(C)C(C)(C)O3)[CH:49]=[CH:50][C:33]=2[N:32]=1.C([O-])([O-])=O.[K+].[K+]. (4) Given the product [CH:34]1([CH2:40][NH:41][C:27](=[O:29])[C:26]2[CH:30]=[CH:31][CH:32]=[N:33][C:25]=2[S:24][CH2:23][CH2:22][S:19]([C:13]2[CH:14]=[CH:15][CH:16]=[CH:17][CH:18]=2)(=[O:20])=[O:21])[CH2:39][CH2:38][CH2:37][CH2:36][CH2:35]1, predict the reactants needed to synthesize it. The reactants are: C1N=CN(C(N2C=NC=C2)=O)C=1.[C:13]1([S:19]([CH2:22][CH2:23][S:24][C:25]2[N:33]=[CH:32][CH:31]=[CH:30][C:26]=2[C:27]([OH:29])=O)(=[O:21])=[O:20])[CH:18]=[CH:17][CH:16]=[CH:15][CH:14]=1.[CH:34]1([CH2:40][NH2:41])[CH2:39][CH2:38][CH2:37][CH2:36][CH2:35]1.